From a dataset of Full USPTO retrosynthesis dataset with 1.9M reactions from patents (1976-2016). Predict the reactants needed to synthesize the given product. (1) Given the product [CH3:28][N:25]1[CH2:26][CH2:27][N:22]([C:19]2[CH:18]=[CH:17][C:16]([NH:15][CH:14]=[C:5]3[C:4]4[C:9](=[CH:10][CH:11]=[C:2]([C:35]5[CH:36]=[CH:37][NH:33][CH:34]=5)[CH:3]=4)[C:8](=[O:12])[NH:7][C:6]3=[O:13])=[CH:21][CH:20]=2)[CH2:23][CH2:24]1, predict the reactants needed to synthesize it. The reactants are: Br[C:2]1[CH:3]=[C:4]2[C:9](=[CH:10][CH:11]=1)[C:8](=[O:12])[NH:7][C:6](=[O:13])[C:5]2=[CH:14][NH:15][C:16]1[CH:21]=[CH:20][C:19]([N:22]2[CH2:27][CH2:26][N:25]([CH3:28])[CH2:24][CH2:23]2)=[CH:18][CH:17]=1.C([Si](C(C)C)(C(C)C)[N:33]1[CH:37]=[CH:36][C:35](B(O)O)=[CH:34]1)(C)C.C(=O)([O-])[O-].[Cs+].[Cs+]. (2) Given the product [C:15](=[O:16])([O-:18])[O-:17].[Ce+3:5].[C:15](=[O:16])([O-:18])[O-:17].[C:15](=[O:16])([O-:18])[O-:17].[Ce+3:5], predict the reactants needed to synthesize it. The reactants are: [N+]([O-])([O-])=O.[Ce+3:5].[N+]([O-])([O-])=O.[N+]([O-])([O-])=O.O.[C:15](=[O:18])([OH:17])[O-:16].[NH4+].